From a dataset of Reaction yield outcomes from USPTO patents with 853,638 reactions. Predict the reaction yield, written as a fraction of the theoretical maximum amount of product (1.0 means a 100% yield; for example, 0.34 means a 34% yield). (1) The product is [Cl:1][C:2]1[CH:7]=[CH:6][C:5]([CH3:8])=[CH:4][C:3]=1[NH:9][C:10]1[N:15]2[N:16]=[CH:17][C:18]([C:19]([NH:42][S:39]([CH2:37][CH3:38])(=[O:41])=[O:40])=[O:20])=[C:14]2[N:13]=[CH:12][C:11]=1[C:22]([N:24]1[CH2:29][CH2:28][C:27]([F:36])([C:30]2[CH:31]=[CH:32][CH:33]=[CH:34][CH:35]=2)[CH2:26][CH2:25]1)=[O:23]. No catalyst specified. The yield is 0.220. The reactants are [Cl:1][C:2]1[CH:7]=[CH:6][C:5]([CH3:8])=[CH:4][C:3]=1[NH:9][C:10]1[N:15]2[N:16]=[CH:17][C:18]([C:19](O)=[O:20])=[C:14]2[N:13]=[CH:12][C:11]=1[C:22]([N:24]1[CH2:29][CH2:28][C:27]([F:36])([C:30]2[CH:35]=[CH:34][CH:33]=[CH:32][CH:31]=2)[CH2:26][CH2:25]1)=[O:23].[CH2:37]([S:39]([NH2:42])(=[O:41])=[O:40])[CH3:38]. (2) The catalyst is CO. The reactants are [NH2:1][C:2]1[CH:18]=[CH:17][CH:16]=[C:15]([Cl:19])[C:3]=1[C:4]([NH:6][CH:7]1[CH2:12][CH2:11][C:10](=[O:13])[NH:9][C:8]1=[O:14])=[O:5].[CH:20](OC)(OC)OC.C1(C)C=CC(S(O)(=O)=O)=CC=1. The yield is 0.480. The product is [Cl:19][C:15]1[CH:16]=[CH:17][CH:18]=[C:2]2[C:3]=1[C:4](=[O:5])[N:6]([CH:7]1[CH2:12][CH2:11][C:10](=[O:13])[NH:9][C:8]1=[O:14])[CH:20]=[N:1]2. (3) The reactants are [CH3:1][C:2]1([CH3:34])[CH2:10][C:9]2[N:8]([C:11]3[CH:18]=[CH:17][C:14]([C:15]#[N:16])=[C:13]([NH:19][C:20]4[CH:25]=[C:24]([O:26][CH3:27])[C:23]([O:28][CH3:29])=[C:22]([O:30][CH3:31])[CH:21]=4)[CH:12]=3)[N:7]=[C:6]([CH3:32])[C:5]=2[C:4](=[O:33])[CH2:3]1.C([OH:37])C.CS(C)=O.[OH-].[Na+].OO. The catalyst is O. The product is [CH3:1][C:2]1([CH3:34])[CH2:10][C:9]2[N:8]([C:11]3[CH:18]=[CH:17][C:14]([C:15]([NH2:16])=[O:37])=[C:13]([NH:19][C:20]4[CH:25]=[C:24]([O:26][CH3:27])[C:23]([O:28][CH3:29])=[C:22]([O:30][CH3:31])[CH:21]=4)[CH:12]=3)[N:7]=[C:6]([CH3:32])[C:5]=2[C:4](=[O:33])[CH2:3]1. The yield is 0.990. (4) The reactants are C([C:3]1[CH:20]=[CH:19][C:6]([C:7]([NH:9][C:10]([CH3:18])([C:12]2[CH:17]=[CH:16][CH:15]=[CH:14][CH:13]=2)[CH3:11])=[O:8])=[CH:5][C:4]=1[O:21][CH2:22][O:23][CH3:24])=O.[CH:25]([O:30][CH3:31])([O:28][CH3:29])OC.C(=O)([O-])O.[Na+].O. The catalyst is CO.O.C1(C)C=CC(S(O)(=O)=O)=CC=1. The product is [CH3:24][O:23][CH2:22][O:21][C:4]1[CH:5]=[C:6]([CH:19]=[CH:20][C:3]=1[CH:25]([O:28][CH3:29])[O:30][CH3:31])[C:7]([NH:9][C:10]([CH3:18])([C:12]1[CH:13]=[CH:14][CH:15]=[CH:16][CH:17]=1)[CH3:11])=[O:8]. The yield is 1.00. (5) The reactants are I[C:2]1[C:10]2[O:9][C:8]3[C:11]([Si:15]([C:28]4[CH:33]=[CH:32][CH:31]=[CH:30][CH:29]=4)([C:22]4[CH:27]=[CH:26][CH:25]=[CH:24][CH:23]=4)[C:16]4[CH:21]=[CH:20][CH:19]=[CH:18][CH:17]=4)=[CH:12][CH:13]=[CH:14][C:7]=3[C:6]=2[CH:5]=[CH:4][CH:3]=1.[Cl:34][C:35]1[CH:36]=[C:37](B(O)O)[CH:38]=[CH:39][CH:40]=1.C([O-])([O-])=O.[K+].[K+]. The catalyst is C1(C)C=CC=CC=1.O.C1C=CC([P]([Pd]([P](C2C=CC=CC=2)(C2C=CC=CC=2)C2C=CC=CC=2)([P](C2C=CC=CC=2)(C2C=CC=CC=2)C2C=CC=CC=2)[P](C2C=CC=CC=2)(C2C=CC=CC=2)C2C=CC=CC=2)(C2C=CC=CC=2)C2C=CC=CC=2)=CC=1. The product is [Cl:34][C:35]1[CH:36]=[C:37]([C:2]2[C:10]3[O:9][C:8]4[C:11]([Si:15]([C:28]5[CH:29]=[CH:30][CH:31]=[CH:32][CH:33]=5)([C:22]5[CH:23]=[CH:24][CH:25]=[CH:26][CH:27]=5)[C:16]5[CH:21]=[CH:20][CH:19]=[CH:18][CH:17]=5)=[CH:12][CH:13]=[CH:14][C:7]=4[C:6]=3[CH:5]=[CH:4][CH:3]=2)[CH:38]=[CH:39][CH:40]=1. The yield is 0.580. (6) The reactants are [CH2:1]([N:3]([CH2:23][CH3:24])[C:4]([CH:6]1[C:18]2[C:17]3[C:12](=[CH:13][CH:14]=[C:15]([F:19])[CH:16]=3)[N:11]([CH2:20][CH2:21][OH:22])[C:10]=2[CH2:9][CH2:8][CH2:7]1)=[O:5])[CH3:2].N1C=CC=CC=1.[CH3:31][S:32](Cl)(=[O:34])=[O:33]. The catalyst is ClCCl. The product is [CH2:23]([N:3]([CH2:1][CH3:2])[C:4]([CH:6]1[C:18]2[C:17]3[C:12](=[CH:13][CH:14]=[C:15]([F:19])[CH:16]=3)[N:11]([CH2:20][CH2:21][O:22][S:32]([CH3:31])(=[O:34])=[O:33])[C:10]=2[CH2:9][CH2:8][CH2:7]1)=[O:5])[CH3:24]. The yield is 0.300. (7) The reactants are [CH2:1]([O:8][C:9]1[CH:32]=[CH:31][C:12]([O:13][CH2:14][CH:15]([OH:30])[CH2:16][N:17]2[CH2:22][CH2:21][C:20]([C:24]3[CH:29]=[CH:28][CH:27]=[CH:26][CH:25]=3)([OH:23])[CH2:19][CH2:18]2)=[CH:11][CH:10]=1)C1C=CC=CC=1.C([O:40][C:41]1[CH:51]=[CH:50][C:44](OCC2CO2)=[CH:43][CH:42]=1)C1C=CC=CC=1.OC1(C2C=CC=CC=2)CC[NH:56]CC1.C([O-])([O-])=O.[K+].[K+]. The catalyst is CC#N.C(Cl)Cl. The product is [O:40]1[C:41]2[CH:51]=[CH:50][CH:44]=[CH:43][C:42]=2[N:56]=[C:1]1[O:8][C:9]1[CH:10]=[CH:11][C:12]([O:13][CH2:14][CH:15]([OH:30])[CH2:16][N:17]2[CH2:18][CH2:19][C:20]([C:24]3[CH:25]=[CH:26][CH:27]=[CH:28][CH:29]=3)([OH:23])[CH2:21][CH2:22]2)=[CH:31][CH:32]=1. The yield is 0.560. (8) The catalyst is CN(C=O)C. The reactants are Br[C:2]1[C:3]([C:16]2[CH:21]=[CH:20][CH:19]=[CH:18][CH:17]=2)=[N:4][C:5]2[C:10]([N:11]=1)=[CH:9][C:8]([C:12]([O:14][CH3:15])=[O:13])=[CH:7][CH:6]=2.Cl.[Cl:23][C:24]1[CH:25]=[C:26]([CH:30]2[CH2:35][CH2:34][NH:33][CH2:32][CH2:31]2)[CH:27]=[CH:28][CH:29]=1.CCN(C(C)C)C(C)C. The yield is 0.640. The product is [Cl:23][C:24]1[CH:25]=[C:26]([CH:30]2[CH2:35][CH2:34][N:33]([C:2]3[C:3]([C:16]4[CH:21]=[CH:20][CH:19]=[CH:18][CH:17]=4)=[N:4][C:5]4[C:10]([N:11]=3)=[CH:9][C:8]([C:12]([O:14][CH3:15])=[O:13])=[CH:7][CH:6]=4)[CH2:32][CH2:31]2)[CH:27]=[CH:28][CH:29]=1. (9) The reactants are C(OC([N:8]1[CH2:13][CH2:12][CH:11]([O:14][C:15]2[CH:27]=[C:26]3[C:18]([N:19]4[C:24](=[CH:25]3)[C:23](=[O:28])[NH:22][CH2:21][CH2:20]4)=[N:17][CH:16]=2)[CH2:10][CH2:9]1)=O)(C)(C)C.FC(F)(F)C(O)=O. The catalyst is ClCCl. The product is [NH:8]1[CH2:9][CH2:10][CH:11]([O:14][C:15]2[CH:27]=[C:26]3[C:18]([N:19]4[C:24](=[CH:25]3)[C:23](=[O:28])[NH:22][CH2:21][CH2:20]4)=[N:17][CH:16]=2)[CH2:12][CH2:13]1. The yield is 0.420. (10) The reactants are [CH:1]1([NH2:4])[CH2:3][CH2:2]1.[Cl:5][C:6]1[CH:7]=[CH:8][C:9]([CH:14]([CH3:16])[CH3:15])=[C:10]([CH:13]=1)[CH:11]=O. The catalyst is CO. The product is [Cl:5][C:6]1[CH:7]=[CH:8][C:9]([CH:14]([CH3:16])[CH3:15])=[C:10]([CH:11]=[N:4][CH:1]2[CH2:3][CH2:2]2)[CH:13]=1. The yield is 0.985.